From a dataset of Full USPTO retrosynthesis dataset with 1.9M reactions from patents (1976-2016). Predict the reactants needed to synthesize the given product. (1) Given the product [Cl:1][C:2]1[C:3]([NH:26][C:27]2[CH:32]=[CH:31][CH:30]=[CH:29][C:28]=2[S:33]([CH:36]([CH3:38])[CH3:37])(=[O:34])=[O:35])=[N:4][C:5]([NH:8][C:9]2[C:10]([O:22][CH:23]([CH3:25])[CH3:24])=[CH:11][C:12]([CH3:21])=[C:13]([C:15](=[O:16])[CH3:20])[CH:14]=2)=[N:6][CH:7]=1, predict the reactants needed to synthesize it. The reactants are: [Cl:1][C:2]1[C:3]([NH:26][C:27]2[CH:32]=[CH:31][CH:30]=[CH:29][C:28]=2[S:33]([CH:36]([CH3:38])[CH3:37])(=[O:35])=[O:34])=[N:4][C:5]([NH:8][C:9]2[CH:14]=[C:13]([C:15]3([CH3:20])OCC[O:16]3)[C:12]([CH3:21])=[CH:11][C:10]=2[O:22][CH:23]([CH3:25])[CH3:24])=[N:6][CH:7]=1.Cl. (2) Given the product [CH3:7][C:8]1[C:13]([N+:14]([O-:16])=[O:15])=[CH:12][CH:11]=[CH:10][C:9]=1[CH2:41][CH2:40][N:36]([CH2:37][CH2:38][CH3:39])[CH2:28][CH2:27][CH3:26], predict the reactants needed to synthesize it. The reactants are: C([O-])(=O)C([O-])=O.[CH3:7][C:8]1[C:13]([N+:14]([O-:16])=[O:15])=[CH:12][CH:11]=[CH:10][C:9]=1[N+](CC)(CCC)CCC.[CH3:26][C:27]1C([N+]([O-])=O)=CC=C[C:28]=1[N+:36](CC)([CH2:40][CH2:41]C)[CH2:37][CH2:38][CH3:39].[OH-].[Na+]. (3) Given the product [F:6][C:7]([F:21])([F:22])[C:8]1[CH:9]=[CH:10][C:11]([NH:14][C@H:15]([CH2:19][CH3:20])[CH2:16][C:17]([NH2:18])=[O:2])=[CH:12][CH:13]=1, predict the reactants needed to synthesize it. The reactants are: S(=O)(=O)(O)[OH:2].[F:6][C:7]([F:22])([F:21])[C:8]1[CH:13]=[CH:12][C:11]([NH:14][C@H:15]([CH2:19][CH3:20])[CH2:16][C:17]#[N:18])=[CH:10][CH:9]=1. (4) Given the product [NH2:27][C:24]1[CH:25]=[CH:26][C:21]([NH:20][C:18]([NH:17][CH2:16][CH2:15][NH:14][C:12]([O:11][C:7]([CH3:10])([CH3:9])[CH3:8])=[O:13])=[O:19])=[CH:22][CH:23]=1, predict the reactants needed to synthesize it. The reactants are: N1CCCCC1.[C:7]([O:11][C:12]([NH:14][CH2:15][CH2:16][NH:17][C:18]([NH:20][C:21]1[CH:26]=[CH:25][C:24]([NH:27]C(OCC2C3C=CC=CC=3C3C2=CC=CC=3)=O)=[CH:23][CH:22]=1)=[O:19])=[O:13])([CH3:10])([CH3:9])[CH3:8].O. (5) Given the product [OH:30][CH2:29][C@H:24]([NH:23][C:13]([C@@H:9]1[CH2:10][CH2:11][CH2:12][N:8]1[C:6]([O:5][C:1]([CH3:2])([CH3:3])[CH3:4])=[O:7])=[O:15])[C:25]([O:27][CH3:28])=[O:26], predict the reactants needed to synthesize it. The reactants are: [C:1]([O:5][C:6]([N:8]1[CH2:12][CH2:11][CH2:10][C@H:9]1[C:13]([OH:15])=O)=[O:7])([CH3:4])([CH3:3])[CH3:2].CN1CCOCC1.[NH2:23][C@@H:24]([CH2:29][OH:30])[C:25]([O:27][CH3:28])=[O:26]. (6) Given the product [C:1]1([S:7]([CH2:10][C:11]2[C:16]([C:17]([O:19][CH3:20])=[O:18])=[C:15]([O:21][CH2:22][CH:23]([NH:24][C:26]([O:28][C:29]([CH3:30])([CH3:31])[CH3:32])=[O:27])[CH3:38])[C:14]([C:33]3[CH:37]=[CH:36][O:35][CH:34]=3)=[CH:13][CH:12]=2)(=[O:8])=[O:9])[CH:2]=[CH:3][CH:4]=[CH:5][CH:6]=1, predict the reactants needed to synthesize it. The reactants are: [C:1]1([S:7]([CH2:10][C:11]2[C:16]([C:17]([O:19][CH3:20])=[O:18])=[C:15]([O:21][CH2:22][CH2:23][N:24]([C:26]([O:28][C:29]([CH3:32])([CH3:31])[CH3:30])=[O:27])C)[C:14]([C:33]3[CH:37]=[CH:36][O:35][CH:34]=3)=[CH:13][CH:12]=2)(=[O:9])=[O:8])[CH:6]=[CH:5][CH:4]=[CH:3][CH:2]=1.[C:38]1(S(CC2C(C(O)=O)=C(O)C(C3C=COC=3)=CC=2)(=O)=O)C=CC=CC=1.C(OC(NC(C)CO)=O)(C)(C)C. (7) Given the product [CH3:9][C:8]1[C:3]([C:1]#[N:2])=[C:4]([O:10][C@@H:11]2[CH2:12][CH2:13][C@@H:14]([CH3:24])[NH:15][CH2:16]2)[N:5]=[CH:6][CH:7]=1, predict the reactants needed to synthesize it. The reactants are: [C:1]([C:3]1[C:4]([O:10][C@@H:11]2[CH2:16][N:15](C(OC(C)(C)C)=O)[C@H:14]([CH3:24])[CH2:13][CH2:12]2)=[N:5][CH:6]=[CH:7][C:8]=1[CH3:9])#[N:2].Cl. (8) Given the product [CH3:26][O:27][C:28]1[CH:29]=[C:30]([C:37]([C:39]2[CH:44]=[C:43]([O:45][CH3:46])[C:42]([O:47][CH3:48])=[C:41]([O:49][CH3:50])[CH:40]=2)=[CH:10][C:11]#[N:12])[CH:31]=[CH:32][C:33]=1[N+:34]([O-:36])=[O:35], predict the reactants needed to synthesize it. The reactants are: COC1C=CC(C(C2C=CC(OC)=C(OC)C=2)=[CH:10][C:11]#[N:12])=CC=1[N+]([O-])=O.[CH3:26][O:27][C:28]1[CH:29]=[C:30]([C:37]([C:39]2[CH:44]=[C:43]([O:45][CH3:46])[C:42]([O:47][CH3:48])=[C:41]([O:49][CH3:50])[CH:40]=2)=O)[CH:31]=[CH:32][C:33]=1[N+:34]([O-:36])=[O:35].C[Si]([N-][Si](C)(C)C)(C)C.[Li+].